Dataset: Full USPTO retrosynthesis dataset with 1.9M reactions from patents (1976-2016). Task: Predict the reactants needed to synthesize the given product. (1) Given the product [NH2:27][C:24]1[CH:23]=[N:22][C:21]([C:17]2[CH:16]=[C:15]([CH:20]=[CH:19][CH:18]=2)[CH2:14][N:9]2[C:10](=[O:13])[CH:11]=[CH:12][C:7]([C:5]3[CH:4]=[N:3][N:2]([CH3:1])[CH:6]=3)=[N:8]2)=[N:26][CH:25]=1, predict the reactants needed to synthesize it. The reactants are: [CH3:1][N:2]1[CH:6]=[C:5]([C:7]2[CH:12]=[CH:11][C:10](=[O:13])[N:9]([CH2:14][C:15]3[CH:16]=[C:17]([C:21]4[N:26]=[CH:25][C:24]([N:27]5CCN(C(OC(C)(C)C)=O)CC5)=[CH:23][N:22]=4)[CH:18]=[CH:19][CH:20]=3)[N:8]=2)[CH:4]=[N:3]1.Cl. (2) Given the product [ClH:27].[NH2:19][C@@H:17]1[CH2:18][C@H:16]1[C:12]1[CH:11]=[C:10]([CH:15]=[CH:14][CH:13]=1)[C:8]([NH:7][C:1]1[CH:2]=[CH:3][CH:4]=[CH:5][CH:6]=1)=[O:9], predict the reactants needed to synthesize it. The reactants are: [C:1]1([NH:7][C:8]([C:10]2[CH:11]=[C:12]([C@@H:16]3[CH2:18][C@H:17]3[NH:19]C(=O)OC(C)(C)C)[CH:13]=[CH:14][CH:15]=2)=[O:9])[CH:6]=[CH:5][CH:4]=[CH:3][CH:2]=1.[ClH:27].C(OCC)(=O)C. (3) Given the product [C:1]([O:5][C:6]([N:8]([C:13]1[CH:14]=[C:15]([CH2:24][C:25]([OH:27])=[O:26])[CH:16]=[CH:17][C:18]=1[O:19][CH2:20][CH:21]1[CH2:22][CH2:23]1)[S:9]([CH3:12])(=[O:10])=[O:11])=[O:7])([CH3:4])([CH3:2])[CH3:3], predict the reactants needed to synthesize it. The reactants are: [C:1]([O:5][C:6]([N:8]([C:13]1[CH:14]=[C:15]([CH2:24][C:25]([O:27]C)=[O:26])[CH:16]=[CH:17][C:18]=1[O:19][CH2:20][CH:21]1[CH2:23][CH2:22]1)[S:9]([CH3:12])(=[O:11])=[O:10])=[O:7])([CH3:4])([CH3:3])[CH3:2].O.[Li+].[OH-]. (4) Given the product [F:28][C:13]([F:12])([F:27])[C:14]1[CH:26]=[CH:25][CH:24]=[CH:23][C:15]=1[O:16][CH:17]1[CH2:22][CH2:21][N:20]([C:2]2[NH:3][C:4]3[C:9]([N:10]=2)=[C:8]([NH2:11])[N:7]=[CH:6][N:5]=3)[CH2:19][CH2:18]1, predict the reactants needed to synthesize it. The reactants are: Br[C:2]1[NH:10][C:9]2[C:4](=[N:5][CH:6]=[N:7][C:8]=2[NH2:11])[N:3]=1.[F:12][C:13]([F:28])([F:27])[C:14]1[CH:26]=[CH:25][CH:24]=[CH:23][C:15]=1[O:16][CH:17]1[CH2:22][CH2:21][NH:20][CH2:19][CH2:18]1.C(N(CC)CC)C. (5) Given the product [CH3:17][O:18][C:19](=[O:22])[CH2:20][O:8][C:5]1[CH:6]=[CH:7][C:2]([Br:1])=[CH:3][C:4]=1[CH3:9], predict the reactants needed to synthesize it. The reactants are: [Br:1][C:2]1[CH:7]=[CH:6][C:5]([OH:8])=[C:4]([CH3:9])[CH:3]=1.[H-].[Na+].CN(C)C=O.[CH3:17][O:18][C:19](=[O:22])[CH2:20]Br. (6) Given the product [C:1]([O:5][C:6](=[O:20])[CH2:7][O:8][C:9]1[CH:14]=[CH:13][C:12]([S:15][CH2:16][C:17]#[C:18][C:25]2[CH:26]=[CH:27][C:22]([F:21])=[CH:23][CH:24]=2)=[CH:11][C:10]=1[CH3:19])([CH3:4])([CH3:3])[CH3:2], predict the reactants needed to synthesize it. The reactants are: [C:1]([O:5][C:6](=[O:20])[CH2:7][O:8][C:9]1[CH:14]=[CH:13][C:12]([S:15][CH2:16][C:17]#[CH:18])=[CH:11][C:10]=1[CH3:19])([CH3:4])([CH3:3])[CH3:2].[F:21][C:22]1[CH:27]=[CH:26][C:25](I)=[CH:24][CH:23]=1. (7) Given the product [CH3:13][C:3]1[NH:4][C:5]([CH3:12])=[C:6]([N+:9]([O-:11])=[O:10])[C:7](=[O:8])[C:2]=1[C:15]#[N:16], predict the reactants needed to synthesize it. The reactants are: I[C:2]1[C:7](=[O:8])[C:6]([N+:9]([O-:11])=[O:10])=[C:5]([CH3:12])[NH:4][C:3]=1[CH3:13].[Cu][C:15]#[N:16]. (8) The reactants are: [O:1]=[C:2]1[C:10]2[C:5](=[CH:6][CH:7]=[CH:8][CH:9]=2)[C:4](=[O:11])[N:3]1[CH2:12][CH2:13][CH2:14][CH2:15][C:16]#[N:17].[N:18]([Si](C)(C)C)=[N+:19]=[N-:20].C([Sn](=O)CCCC)CCC. Given the product [N:17]1[NH:18][N:19]=[N:20][C:16]=1[CH2:15][CH2:14][CH2:13][CH2:12][N:3]1[C:4](=[O:11])[C:5]2[C:10](=[CH:9][CH:8]=[CH:7][CH:6]=2)[C:2]1=[O:1], predict the reactants needed to synthesize it. (9) Given the product [OH:39][NH:40][C:41](=[O:44])[CH:42]=[CH:43][C:6]1[CH:1]=[CH:2][CH:3]=[C:4]([C:14]2[N:13]([CH3:12])[C:17]([CH3:18])=[C:16]([CH3:23])[N:15]=2)[CH:5]=1, predict the reactants needed to synthesize it. The reactants are: [CH:1]1[CH:2]=[CH:3][C:4]2N(O)N=N[C:5]=2[CH:6]=1.C[CH2:12][N:13]=[C:14]=[N:15][CH2:16][CH2:17][CH2:18]N(C)C.O1CCCC[CH:23]1ON.CCN(C(C)C)C(C)C.[OH:39][NH:40][C:41](=[O:44])[CH:42]=[CH2:43].CC1(C)C2(CS(O)(=O)=O)C(CC1CC2)=O.